From a dataset of Reaction yield outcomes from USPTO patents with 853,638 reactions. Predict the reaction yield, written as a fraction of the theoretical maximum amount of product (1.0 means a 100% yield; for example, 0.34 means a 34% yield). (1) The reactants are [CH3:1][O:2][C:3]([C:5]1[N:6]=[CH:7][C:8]2[C:13]([CH:14]=1)=[CH:12][CH:11]=[C:10]([N+:15]([O-])=O)[CH:9]=2)=[O:4]. The catalyst is CO. The product is [CH3:1][O:2][C:3]([C:5]1[N:6]=[CH:7][C:8]2[C:13]([CH:14]=1)=[CH:12][CH:11]=[C:10]([NH2:15])[CH:9]=2)=[O:4]. The yield is 1.00. (2) The reactants are F[C:2]1[CH:9]=[CH:8][C:5]([CH:6]=[O:7])=[CH:4][CH:3]=1.[CH3:10][CH:11]1[CH2:16][NH:15][CH2:14][CH:13]([CH3:17])[NH:12]1.C([O-])([O-])=O.[K+].[K+]. The catalyst is CN(C=O)C.O. The product is [CH3:10][CH:11]1[NH:12][CH:13]([CH3:17])[CH2:14][N:15]([C:2]2[CH:9]=[CH:8][C:5]([CH:6]=[O:7])=[CH:4][CH:3]=2)[CH2:16]1. The yield is 0.570.